This data is from Reaction yield outcomes from USPTO patents with 853,638 reactions. The task is: Predict the reaction yield, written as a fraction of the theoretical maximum amount of product (1.0 means a 100% yield; for example, 0.34 means a 34% yield). (1) The reactants are [CH3:1][O:2][C:3]1[N:8]=[CH:7][C:6]([OH:9])=[CH:5][CH:4]=1.[H-].[Na+].[CH3:12][O:13][CH2:14]Cl. The catalyst is CN(C=O)C. The product is [CH3:1][O:2][C:3]1[CH:4]=[CH:5][C:6]([O:9][CH2:12][O:13][CH3:14])=[CH:7][N:8]=1. The yield is 0.893. (2) The reactants are S(Cl)(Cl)=O.C1(CCC(O)=O)C=CC=CC=1.C1(CCC(Cl)=O)C=CC=CC=1.[C:27]1([CH2:33][CH2:34][C:35]([N:37]=[C:38]=[S:39])=[O:36])[CH:32]=[CH:31][CH:30]=[CH:29][CH:28]=1.[CH3:40][O:41][C:42]1[CH:43]=[C:44]2[C:49](=[CH:50][C:51]=1[O:52][CH3:53])[N:48]=[CH:47][CH:46]=[C:45]2[O:54][C:55]1[CH:61]=[CH:60][C:58]([NH2:59])=[C:57]([F:62])[CH:56]=1. The catalyst is C(O)C.C1(C)C=CC=CC=1. The product is [CH3:40][O:41][C:42]1[CH:43]=[C:44]2[C:49](=[CH:50][C:51]=1[O:52][CH3:53])[N:48]=[CH:47][CH:46]=[C:45]2[O:54][C:55]1[CH:61]=[CH:60][C:58]([NH:59][C:38]([NH:37][C:35](=[O:36])[CH2:34][CH2:33][C:27]2[CH:32]=[CH:31][CH:30]=[CH:29][CH:28]=2)=[S:39])=[C:57]([F:62])[CH:56]=1. The yield is 0.740. (3) The reactants are [N:1]1[CH:6]=[CH:5][CH:4]=[CH:3][C:2]=1[C:7]([O:9]C)=O.O.[NH2:12][NH2:13]. The catalyst is C(O)C. The product is [N:1]1[CH:6]=[CH:5][CH:4]=[CH:3][C:2]=1[C:7]([NH:12][NH2:13])=[O:9]. The yield is 1.00.